Predict the reaction yield, written as a fraction of the theoretical maximum amount of product (1.0 means a 100% yield; for example, 0.34 means a 34% yield). From a dataset of Reaction yield outcomes from USPTO patents with 853,638 reactions. The reactants are Cl[C:2]1[C:7]([N+:8]([O-:10])=[O:9])=[CH:6][N:5]=[C:4]2[NH:11][CH:12]=[CH:13][C:3]=12.CCN(C(C)C)C(C)C.Cl.[NH2:24][C@@H:25]1[C@H:29]([CH2:30][CH3:31])[CH2:28][C@H:27]([NH:32][S:33]([CH:36]2[CH2:38][CH2:37]2)(=[O:35])=[O:34])[CH2:26]1. The catalyst is CN(C=O)C.CCOC(C)=O. The product is [CH2:30]([C@H:29]1[C@@H:25]([NH:24][C:2]2[C:7]([N+:8]([O-:10])=[O:9])=[CH:6][N:5]=[C:4]3[NH:11][CH:12]=[CH:13][C:3]=23)[CH2:26][C@@H:27]([NH:32][S:33]([CH:36]2[CH2:38][CH2:37]2)(=[O:34])=[O:35])[CH2:28]1)[CH3:31]. The yield is 0.410.